This data is from Forward reaction prediction with 1.9M reactions from USPTO patents (1976-2016). The task is: Predict the product of the given reaction. (1) Given the reactants CC([O-])(C)C.[K+].[CH2:7]([O:9][C:10](=[O:30])[CH2:11][CH2:12][N:13]([C:20]([O:22][CH2:23][C:24]1[CH:29]=[CH:28][CH:27]=[CH:26][CH:25]=1)=[O:21])[CH2:14][C:15](OCC)=[O:16])[CH3:8].[NH4+].[Cl-], predict the reaction product. The product is: [CH2:7]([O:9][C:10]([CH:11]1[C:15](=[O:16])[CH2:14][N:13]([C:20]([O:22][CH2:23][C:24]2[CH:29]=[CH:28][CH:27]=[CH:26][CH:25]=2)=[O:21])[CH2:12]1)=[O:30])[CH3:8]. (2) The product is: [CH2:15]([NH:2][CH2:3][C:4]1[CH:9]=[CH:8][C:7]([C:10]([CH3:11])([CH3:13])[CH3:12])=[CH:6][C:5]=1[OH:14])[C:16]1[CH:21]=[CH:20][CH:19]=[CH:18][CH:17]=1. Given the reactants Cl.[NH2:2][CH2:3][C:4]1[CH:9]=[CH:8][C:7]([C:10]([CH3:13])([CH3:12])[CH3:11])=[CH:6][C:5]=1[OH:14].[CH:15](=O)[C:16]1[CH:21]=[CH:20][CH:19]=[CH:18][CH:17]=1.C(O)(=O)C.C(O[BH-](OC(=O)C)OC(=O)C)(=O)C.[Na+], predict the reaction product. (3) Given the reactants Br[C:2]1[N:7]=[C:6]([C:8]([CH3:12])([CH3:11])[C:9]#[N:10])[CH:5]=[CH:4][CH:3]=1.[OH-].[NH4+].C([O-])([O-])=O.[K+].[K+].C[N:22](C)CCN, predict the reaction product. The product is: [NH2:22][C:2]1[N:7]=[C:6]([C:8]([CH3:12])([CH3:11])[C:9]#[N:10])[CH:5]=[CH:4][CH:3]=1. (4) Given the reactants [C:1](=O)([O-])[O-].[K+].[K+].Br[C:8]1[CH:13]=[CH:12][N:11]=[C:10]2[N:14]([CH2:29][CH2:30][CH2:31][O:32][CH3:33])[CH:15]=[C:16]([CH2:17][N:18]([CH:26]3[CH2:28][CH2:27]3)[C:19](=[O:25])[O:20][C:21]([CH3:24])([CH3:23])[CH3:22])[C:9]=12.O.O1[CH2:40][CH2:39]OCC1, predict the reaction product. The product is: [CH:26]1([N:18]([CH2:17][C:16]2[C:9]3[C:10](=[N:11][CH:12]=[CH:13][C:8]=3[C:39]([CH3:40])=[CH2:1])[N:14]([CH2:29][CH2:30][CH2:31][O:32][CH3:33])[CH:15]=2)[C:19](=[O:25])[O:20][C:21]([CH3:23])([CH3:24])[CH3:22])[CH2:27][CH2:28]1. (5) Given the reactants [CH2:1]([CH:3]1[S:8][CH2:7][CH2:6][CH2:5][S:4]1)[CH3:2].C([Li])CCC.[F:14][C:15]([F:22])([F:21])[C:16]([O:18]CC)=O, predict the reaction product. The product is: [F:22][C:15]([F:14])([F:21])[C:16]([C:3]1([CH2:1][CH3:2])[S:8][CH2:7][CH2:6][CH2:5][S:4]1)=[O:18]. (6) Given the reactants [C:1]([O:5][C:6]([C:8]1[NH:9][CH:10]=[CH:11][CH:12]=1)=[O:7])([CH3:4])([CH3:3])[CH3:2].BrC[CH:15]([CH2:32]C([O-])=O)[CH2:16][O:17][C:18]1[CH:23]=[CH:22][C:21]([CH2:24][CH2:25][CH2:26][CH2:27][CH2:28][CH2:29][CH2:30][CH3:31])=[CH:20][CH:19]=1, predict the reaction product. The product is: [C:1]([O:5][C:6]([C:8]1[N:9]([CH2:32][CH:15]([O:7][C:6](=[O:5])[CH3:8])[CH2:16][O:17][C:18]2[CH:19]=[CH:20][C:21]([CH2:24][CH2:25][CH2:26][CH2:27][CH2:28][CH2:29][CH2:30][CH3:31])=[CH:22][CH:23]=2)[CH:10]=[CH:11][CH:12]=1)=[O:7])([CH3:4])([CH3:2])[CH3:3]. (7) Given the reactants [C:1]([CH2:9][C:10]([O:12][CH2:13][CH3:14])=[O:11])(=[O:8])[C:2]1[CH:7]=[CH:6][CH:5]=[CH:4][CH:3]=1.N1CCCCC1.[CH2:21]([N:23]([C:26]1C=C[C:29]([CH:30]=O)=[C:28](O)[CH:27]=1)[CH2:24][CH3:25])[CH3:22], predict the reaction product. The product is: [C:1]([C:9]1[C:10](=[O:11])[O:12][C:13]2[C:29]([CH:30]=1)=[CH:28][CH:27]=[C:26]([N:23]([CH2:24][CH3:25])[CH2:21][CH3:22])[CH:14]=2)(=[O:8])[C:2]1[CH:7]=[CH:6][CH:5]=[CH:4][CH:3]=1. (8) Given the reactants [CH2:1]1[C:9]2[C:4](=[CH:5][CH:6]=[CH:7][CH:8]=2)[CH2:3][CH2:2]1.[C:10](OC(=O)C)(=[O:12])[CH3:11].[Al+3].[Cl-].[Cl-].[Cl-], predict the reaction product. The product is: [CH2:1]1[C:9]2[C:4](=[CH:5][CH:6]=[C:7]([C:10](=[O:12])[CH3:11])[CH:8]=2)[CH2:3][CH2:2]1. (9) Given the reactants [CH2:1]([Li])[CH2:2][CH2:3][CH3:4].[Br:6][C:7]1[CH:12]=[C:11]([F:13])[C:10]([F:14])=[C:9]([F:15])[CH:8]=1.I[CH2:17][CH2:18][CH2:19][CH2:20][CH2:21][CH3:22].O.O1CC[CH2:26][CH2:25]1, predict the reaction product. The product is: [Br:6][C:7]1[C:12]([CH2:4][CH2:3][CH2:2][CH2:1][CH2:25][CH3:26])=[C:11]([F:13])[C:10]([F:14])=[C:9]([F:15])[C:8]=1[CH2:17][CH2:18][CH2:19][CH2:20][CH2:21][CH3:22]. (10) Given the reactants C[O:2][C:3](=[O:28])[C:4]1[CH:9]=[CH:8][C:7]([S:10]([N:13]2[C:21]3[C:16](=[CH:17][CH:18]=[CH:19][CH:20]=3)[C:15]([CH:22]3[CH2:27][CH2:26][O:25][CH2:24][CH2:23]3)=[CH:14]2)(=[O:12])=[O:11])=[CH:6][CH:5]=1.C1COCC1.[OH-].[Na+], predict the reaction product. The product is: [O:25]1[CH2:24][CH2:23][CH:22]([C:15]2[C:16]3[C:21](=[CH:20][CH:19]=[CH:18][CH:17]=3)[N:13]([S:10]([C:7]3[CH:6]=[CH:5][C:4]([C:3]([OH:28])=[O:2])=[CH:9][CH:8]=3)(=[O:12])=[O:11])[CH:14]=2)[CH2:27][CH2:26]1.